From a dataset of Full USPTO retrosynthesis dataset with 1.9M reactions from patents (1976-2016). Predict the reactants needed to synthesize the given product. (1) Given the product [CH3:1][O:2][CH2:3][CH2:4][CH2:5][CH2:6][CH2:7][O:8][CH:9]1[CH2:10][CH2:11][NH:12][CH2:13][CH2:14]1, predict the reactants needed to synthesize it. The reactants are: [CH3:1][O:2][CH2:3][CH2:4][CH2:5][CH2:6][CH2:7][O:8][CH:9]1[CH2:14][CH2:13][N:12](C(OC(C)(C)C)=O)[CH2:11][CH2:10]1.C(OC(=O)C)C.Cl. (2) The reactants are: Cl[C:2]1[N:12]=[C:11]2[C:5]([N:6]([CH3:21])[C:7](=[O:20])[C:8]([CH2:18][CH3:19])([CH2:16][CH3:17])[CH2:9][N:10]2[CH:13]([CH3:15])[CH3:14])=[CH:4][N:3]=1.O.C1(C)C=CC(S(O)(=O)=O)=CC=1.[NH2:34][C:35]1[CH:50]=[CH:49][C:38]([C:39]([NH:41][CH:42]2[CH2:47][CH2:46][N:45]([CH3:48])[CH2:44][CH2:43]2)=[O:40])=[CH:37][C:36]=1[O:51][CH3:52].CC(C)CC(O)C. Given the product [CH2:16]([C:8]1([CH2:18][CH3:19])[C:7](=[O:20])[N:6]([CH3:21])[C:5]2[C:11](=[N:12][C:2]([NH:34][C:35]3[CH:50]=[CH:49][C:38]([C:39]([NH:41][CH:42]4[CH2:43][CH2:44][N:45]([CH3:48])[CH2:46][CH2:47]4)=[O:40])=[CH:37][C:36]=3[O:51][CH3:52])=[N:3][CH:4]=2)[N:10]([CH:13]([CH3:15])[CH3:14])[CH2:9]1)[CH3:17], predict the reactants needed to synthesize it. (3) Given the product [CH:1]([N:4]1[CH2:5][CH2:6][CH:7]([NH:10][C:11]([C:13]2[N:14]([CH2:35][C:36](=[O:37])[NH:38][C:39]3[CH:44]=[CH:43][C:42]([Cl:45])=[CH:41][N:40]=3)[C:15]([CH2:18][O:19][CH2:20][CH2:21][O:22][CH3:23])=[N:16][CH:17]=2)=[O:12])[CH2:8][CH2:9]1)([CH3:3])[CH3:2], predict the reactants needed to synthesize it. The reactants are: [CH:1]([N:4]1[CH2:9][CH2:8][CH:7]([NH:10][C:11]([C:13]2[NH:14][C:15]([CH2:18][O:19][CH2:20][CH2:21][O:22][CH3:23])=[N:16][CH:17]=2)=[O:12])[CH2:6][CH2:5]1)([CH3:3])[CH3:2].COCCOCCO.[H-].[Na+].Br[CH2:35][C:36]([NH:38][C:39]1[CH:44]=[CH:43][C:42]([Cl:45])=[CH:41][N:40]=1)=[O:37]. (4) Given the product [Br:8][C:7]1[N:6]=[C:5]2[CH:9]=[N:29][NH:10][C:4]2=[CH:3][C:2]=1[Br:1], predict the reactants needed to synthesize it. The reactants are: [Br:1][C:2]1[CH:3]=[C:4]([NH2:10])[C:5]([CH3:9])=[N:6][C:7]=1[Br:8].C(OC(=O)C)(=O)C.CC([O-])=O.[K+].C(O[N:29]=O)CC(C)C.C1OCCOCCOCCOCCOCCOC1.C(=O)([O-])[O-].[K+].[K+]. (5) The reactants are: [F:1][CH:2]([F:28])[CH2:3][N:4]1[CH2:9][C:8]2([CH2:14][CH2:13][N:12]([C:15]([O:17][C:18]([CH3:21])([CH3:20])[CH3:19])=[O:16])[CH2:11][CH2:10]2)[O:7][CH:6]([C:22](=[O:27])[NH:23][CH2:24][CH:25]=O)[CH2:5]1. Given the product [F:28][CH:2]([F:1])[CH2:3][N:4]1[CH2:9][C:8]2([CH2:10][CH2:11][N:12]([C:15]([O:17][C:18]([CH3:19])([CH3:21])[CH3:20])=[O:16])[CH2:13][CH2:14]2)[O:7][CH:6]([C:22]2[O:27][CH:25]=[CH:24][N:23]=2)[CH2:5]1, predict the reactants needed to synthesize it. (6) The reactants are: [NH2:1][C:2]1[CH:11]=[C:10]([Br:12])[C:9]([F:13])=[CH:8][C:3]=1[C:4](OC)=[O:5].O.[CH:15]([NH2:17])=O. Given the product [Br:12][C:10]1[CH:11]=[C:2]2[C:3]([C:4](=[O:5])[NH:17][CH:15]=[N:1]2)=[CH:8][C:9]=1[F:13], predict the reactants needed to synthesize it.